Dataset: Reaction yield outcomes from USPTO patents with 853,638 reactions. Task: Predict the reaction yield, written as a fraction of the theoretical maximum amount of product (1.0 means a 100% yield; for example, 0.34 means a 34% yield). (1) The reactants are [CH:1]1([N:5]2[CH2:10][CH2:9][N:8]([C:11]([C:13]3[CH:14]=[C:15]4[C:19](=[CH:20][CH:21]=3)[NH:18][C:17]([C:22]([N:24]3[CH2:29][CH2:28][C:27]([F:31])([F:30])[CH2:26][CH2:25]3)=[O:23])=[CH:16]4)=[O:12])[CH2:7][CH2:6]2)[CH2:4][CH2:3][CH2:2]1.[C:32]([C:34]1[CH:35]=[C:36](B(O)O)[CH:37]=[CH:38][CH:39]=1)#[N:33].N1C=CC=CC=1. The catalyst is ClCCl.C([O-])(=O)C.[Cu+2].C([O-])(=O)C. The product is [CH:1]1([N:5]2[CH2:6][CH2:7][N:8]([C:11]([C:13]3[CH:14]=[C:15]4[C:19](=[CH:20][CH:21]=3)[N:18]([C:38]3[CH:39]=[C:34]([CH:35]=[CH:36][CH:37]=3)[C:32]#[N:33])[C:17]([C:22]([N:24]3[CH2:25][CH2:26][C:27]([F:30])([F:31])[CH2:28][CH2:29]3)=[O:23])=[CH:16]4)=[O:12])[CH2:9][CH2:10]2)[CH2:2][CH2:3][CH2:4]1. The yield is 0.200. (2) The reactants are [NH2:1][OH:2].[C:3]([OH:11])(=[O:10])[C:4]1[CH:9]=[CH:8][CH:7]=[CH:6][CH:5]=1. The catalyst is C1(C)C=CC=CC=1.CC(C)=O. The product is [C:3]([OH:11])(=[O:10])[C:4]1[CH:9]=[CH:8][CH:7]=[CH:6][CH:5]=1.[NH2:1][OH:2]. The yield is 0.658. (3) The reactants are [F:1][C:2]1[CH:3]=[C:4]([NH:9][C:10]([C:12]2[CH:13]=[C:14]([S:19](Cl)(=[O:21])=[O:20])[CH:15]=[CH:16][C:17]=2[F:18])=[O:11])[CH:5]=[CH:6][C:7]=1[F:8].CCN(CC)CC.[N:30]1[CH:35]=[CH:34][CH:33]=[CH:32][C:31]=1[CH:36]([NH2:38])[CH3:37]. No catalyst specified. The product is [F:1][C:2]1[CH:3]=[C:4]([NH:9][C:10](=[O:11])[C:12]2[CH:13]=[C:14]([S:19](=[O:21])(=[O:20])[NH:38][CH:36]([C:31]3[CH:32]=[CH:33][CH:34]=[CH:35][N:30]=3)[CH3:37])[CH:15]=[CH:16][C:17]=2[F:18])[CH:5]=[CH:6][C:7]=1[F:8]. The yield is 0.770. (4) The reactants are [C:1]([C:11]([NH:13][C@H:14]([C:18]([NH:20][CH:21]([C:30](=[O:43])[CH2:31][O:32][C:33]1[C:38]([F:39])=[C:37]([F:40])[CH:36]=[C:35]([F:41])[C:34]=1[F:42])[CH2:22][C:23]([O:25][C:26]([CH3:29])([CH3:28])[CH3:27])=[O:24])=[O:19])[CH:15]([CH3:17])[CH3:16])=[O:12])([O:3][CH2:4][C:5]1[CH:10]=[CH:9][CH:8]=[CH:7][CH:6]=1)=[O:2].CO.C1COCC1.[BH4-].[Na+]. The catalyst is [NH4+].[Cl-]. The product is [C:1]([C:11]([NH:13][C@H:14]([C:18]([NH:20][CH:21]([CH:30]([OH:43])[CH2:31][O:32][C:33]1[C:34]([F:42])=[C:35]([F:41])[CH:36]=[C:37]([F:40])[C:38]=1[F:39])[CH2:22][C:23]([O:25][C:26]([CH3:29])([CH3:28])[CH3:27])=[O:24])=[O:19])[CH:15]([CH3:16])[CH3:17])=[O:12])([O:3][CH2:4][C:5]1[CH:6]=[CH:7][CH:8]=[CH:9][CH:10]=1)=[O:2]. The yield is 0.980. (5) The reactants are [CH3:1][N:2]1[C:6]([NH:7][C:8](=[O:16])OC2C=CC=CC=2)=[CH:5][C:4]([C:17]([F:20])([F:19])[F:18])=[N:3]1.[CH3:21][O:22][C:23]1[CH:24]=[C:25]2[C:30](=[CH:31][C:32]=1[O:33][CH2:34][CH2:35][O:36][CH3:37])[N:29]=[CH:28][N:27]=[C:26]2[S:38][C:39]1[CH:40]=[C:41]([CH:43]=[CH:44][CH:45]=1)[NH2:42].C(N(CC)C(C)C)(C)C. The catalyst is C1COCC1. The product is [CH3:21][O:22][C:23]1[CH:24]=[C:25]2[C:30](=[CH:31][C:32]=1[O:33][CH2:34][CH2:35][O:36][CH3:37])[N:29]=[CH:28][N:27]=[C:26]2[S:38][C:39]1[CH:40]=[C:41]([NH:42][C:8]([NH:7][C:6]2[N:2]([CH3:1])[N:3]=[C:4]([C:17]([F:18])([F:19])[F:20])[CH:5]=2)=[O:16])[CH:43]=[CH:44][CH:45]=1. The yield is 0.150. (6) The reactants are [Br:1][C:2]1[CH:29]=[CH:28][C:5]([CH2:6][NH:7][N:8]2[C:17](=[O:18])[C:16]3[C:11](=[CH:12][C:13]([O:19]C)=[CH:14][CH:15]=3)[N:10]=[C:9]2[C:21]2[CH:26]=[CH:25][C:24]([F:27])=[CH:23][CH:22]=2)=[CH:4][CH:3]=1.[I-].[Li+]. The catalyst is N1C(C)=CC(C)=CC=1C. The product is [Br:1][C:2]1[CH:29]=[CH:28][C:5]([CH2:6][NH:7][N:8]2[C:17](=[O:18])[C:16]3[C:11](=[CH:12][C:13]([OH:19])=[CH:14][CH:15]=3)[N:10]=[C:9]2[C:21]2[CH:26]=[CH:25][C:24]([F:27])=[CH:23][CH:22]=2)=[CH:4][CH:3]=1. The yield is 0.700. (7) The reactants are [CH2:1]([N:3]([CH2:6][CH3:7])[CH2:4][CH3:5])[CH3:2].Cl.[F:9][C:10]([F:25])([S:21]([O-:24])(=[O:23])=[O:22])[C:11]([F:20])([F:19])[C:12]([F:18])([F:17])[C:13]([F:16])([F:15])[F:14].[Na+].ClCCl. The catalyst is O.C(OCC)C. The product is [F:25][C:10]([F:9])([S:21]([O-:24])(=[O:23])=[O:22])[C:11]([F:19])([F:20])[C:12]([F:18])([F:17])[C:13]([F:16])([F:15])[F:14].[CH2:1]([NH+:3]([CH2:6][CH3:7])[CH2:4][CH3:5])[CH3:2]. The yield is 0.750.